From a dataset of Catalyst prediction with 721,799 reactions and 888 catalyst types from USPTO. Predict which catalyst facilitates the given reaction. Reactant: [Cl:1][C:2]1[CH:7]=[CH:6][C:5]([C:8]2[CH:9]=[C:10]3[C:16]([C:17]([C:19]4[C:20]([F:33])=[C:21]([NH:26][S:27]([CH2:30][CH2:31][CH3:32])(=[O:29])=[O:28])[CH:22]=[CH:23][C:24]=4[F:25])=[O:18])=[CH:15][NH:14][C:11]3=[N:12][CH:13]=2)=[CH:4][CH:3]=1.CCN(CC)CC.[C:41]([O:47][CH2:48]Cl)(=[O:46])[C:42]([CH3:45])([CH3:44])[CH3:43]. Product: [C:41]([O:47][CH2:48][N:14]1[C:11]2=[N:12][CH:13]=[C:8]([C:5]3[CH:6]=[CH:7][C:2]([Cl:1])=[CH:3][CH:4]=3)[CH:9]=[C:10]2[C:16]([C:17](=[O:18])[C:19]2[C:24]([F:25])=[CH:23][CH:22]=[C:21]([NH:26][S:27]([CH2:30][CH2:31][CH3:32])(=[O:28])=[O:29])[C:20]=2[F:33])=[CH:15]1)(=[O:46])[C:42]([CH3:45])([CH3:44])[CH3:43]. The catalyst class is: 3.